This data is from Forward reaction prediction with 1.9M reactions from USPTO patents (1976-2016). The task is: Predict the product of the given reaction. (1) Given the reactants Br[C:2]1[CH:7]=[CH:6][CH:5]=[CH:4][C:3]=1[O:8][CH2:9][CH2:10][O:11][CH3:12].[CH3:13][O:14][C:15]1[CH:40]=[CH:39][C:18]([CH2:19][N:20]([C:34]2[S:35][CH:36]=[CH:37][N:38]=2)[S:21]([C:24]2[CH:25]=[CH:26][C:27]3[NH:32][CH2:31][CH2:30][O:29][C:28]=3[CH:33]=2)(=[O:23])=[O:22])=[CH:17][CH:16]=1.CC1(C)C2C(=C(P(C3C=CC=CC=3)C3C=CC=CC=3)C=CC=2)OC2C(P(C3C=CC=CC=3)C3C=CC=CC=3)=CC=CC1=2.CC(C)([O-])C.[Na+], predict the reaction product. The product is: [CH3:13][O:14][C:15]1[CH:16]=[CH:17][C:18]([CH2:19][N:20]([C:34]2[S:35][CH:36]=[CH:37][N:38]=2)[S:21]([C:24]2[CH:25]=[CH:26][C:27]3[N:32]([C:2]4[CH:7]=[CH:6][CH:5]=[CH:4][C:3]=4[O:8][CH2:9][CH2:10][O:11][CH3:12])[CH2:31][CH2:30][O:29][C:28]=3[CH:33]=2)(=[O:23])=[O:22])=[CH:39][CH:40]=1. (2) Given the reactants C(NC1C=C(OC)C=CC=1C1CCC2C=C(OC(=O)C(C)(C)C)C=CC=2C1)C.N12CCC(COC3C=CC(C=O)=CC=3)(CC1)CC2.[N:47]12[CH2:54][CH2:53][C:50]([CH2:55][O:56][C:57]3[CH:91]=[CH:90][C:60]([CH2:61][CH2:62][CH2:63][NH:64][C:65]4[CH:70]=[C:69]([O:71][CH3:72])[CH:68]=[CH:67][C:66]=4[CH:73]4[CH2:82][CH2:81][C:80]5[CH:79]=[C:78]([O:83]C(=O)C(C)(C)C)[CH:77]=[CH:76][C:75]=5[CH2:74]4)=[CH:59][CH:58]=3)([CH2:51][CH2:52]1)[CH2:49][CH2:48]2, predict the reaction product. The product is: [N:47]12[CH2:54][CH2:53][C:50]([CH2:55][O:56][C:57]3[CH:58]=[CH:59][C:60]([CH2:61][CH2:62][CH2:63][NH:64][C:65]4[CH:70]=[C:69]([O:71][CH3:72])[CH:68]=[CH:67][C:66]=4[CH:73]4[CH2:82][CH2:81][C:80]5[CH:79]=[C:78]([OH:83])[CH:77]=[CH:76][C:75]=5[CH2:74]4)=[CH:90][CH:91]=3)([CH2:51][CH2:52]1)[CH2:49][CH2:48]2. (3) The product is: [C:1]([NH:5][S:6]([C:9]1[C:18]2[C:13](=[CH:14][CH:15]=[CH:16][CH:17]=2)[C:12]([C:19]2[N:20]=[C:21]([C:31]([O-:33])=[O:32])[O:22][C:23]=2[CH2:24][CH:25]2[CH2:30][CH2:29][CH2:28][CH2:27][CH2:26]2)=[CH:11][CH:10]=1)(=[O:7])=[O:8])([CH3:4])([CH3:2])[CH3:3].[K+:37]. Given the reactants [C:1]([NH:5][S:6]([C:9]1[C:18]2[C:13](=[CH:14][CH:15]=[CH:16][CH:17]=2)[C:12]([C:19]2[N:20]=[C:21]([C:31]([O:33]CC)=[O:32])[O:22][C:23]=2[CH2:24][CH:25]2[CH2:30][CH2:29][CH2:28][CH2:27][CH2:26]2)=[CH:11][CH:10]=1)(=[O:8])=[O:7])([CH3:4])([CH3:3])[CH3:2].[OH-].[K+:37], predict the reaction product. (4) Given the reactants Br[C:2]1[CH:3]=[C:4]([C:9]2[N:14]=[C:13]([C:15]3[CH:20]=[CH:19][CH:18]=[CH:17][CH:16]=3)[CH:12]=[C:11]([C:21]3[CH:26]=[CH:25][CH:24]=[CH:23][CH:22]=3)[N:10]=2)[CH:5]=[C:6]([Cl:8])[CH:7]=1.[CH:27]1[C:40]2[C:31](=[CH:32][C:33]3[C:38]([C:39]=2B(O)O)=[CH:37][CH:36]=[CH:35][CH:34]=3)[CH:30]=[CH:29][CH:28]=1.[OH-].[Na+], predict the reaction product. The product is: [Cl:8][C:6]1[CH:5]=[C:4]([C:9]2[N:14]=[C:13]([C:15]3[CH:20]=[CH:19][CH:18]=[CH:17][CH:16]=3)[CH:12]=[C:11]([C:21]3[CH:26]=[CH:25][CH:24]=[CH:23][CH:22]=3)[N:10]=2)[CH:3]=[C:2]([C:32]2[C:33]3[C:38]([CH:39]=[C:40]4[C:31]=2[CH:30]=[CH:29][CH:28]=[CH:27]4)=[CH:37][CH:36]=[CH:35][CH:34]=3)[CH:7]=1. (5) Given the reactants [Cl:1][C:2]1[CH:3]=[C:4]([C:8]2[N:9]=[C:10]([NH2:13])[S:11][CH:12]=2)[CH:5]=[CH:6][CH:7]=1.[Br:14]Br.C([O-])(O)=O.[Na+], predict the reaction product. The product is: [Br:14][C:12]1[S:11][C:10]([NH2:13])=[N:9][C:8]=1[C:4]1[CH:5]=[CH:6][CH:7]=[C:2]([Cl:1])[CH:3]=1. (6) Given the reactants [CH3:1][O:2][C:3]([C:5]1[CH:11]=[CH:10][C:8]([OH:9])=[CH:7][CH:6]=1)=[O:4].C([O-])([O-])=O.[K+].[K+].[F:18][C:19]1[CH:26]=[CH:25][CH:24]=[CH:23][C:20]=1[CH2:21]Br, predict the reaction product. The product is: [F:18][C:19]1[CH:26]=[CH:25][CH:24]=[CH:23][C:20]=1[CH2:21][O:9][C:8]1[CH:10]=[CH:11][C:5]([C:3]([O:2][CH3:1])=[O:4])=[CH:6][CH:7]=1.